From a dataset of Reaction yield outcomes from USPTO patents with 853,638 reactions. Predict the reaction yield, written as a fraction of the theoretical maximum amount of product (1.0 means a 100% yield; for example, 0.34 means a 34% yield). (1) The reactants are [OH:1][C:2]1[C:6]([CH3:15])([CH2:7][CH2:8][CH2:9][CH2:10][CH2:11][CH2:12][CH2:13][CH3:14])[S:5][C:4](=[O:16])[C:3]=1[CH3:17].S(OC)(O[CH3:22])(=O)=O. No catalyst specified. The product is [CH3:22][O:1][C:2]1[C:6]([CH3:15])([CH2:7][CH2:8][CH2:9][CH2:10][CH2:11][CH2:12][CH2:13][CH3:14])[S:5][C:4](=[O:16])[C:3]=1[CH3:17]. The yield is 0.710. (2) The reactants are [OH:1][CH2:2][CH:3]([N:5]1[CH:10]=[C:9]([C:11]2[S:12][CH:13]=[CH:14][CH:15]=2)[CH:8]=[CH:7][C:6]1=[O:16])[CH3:4].I[C:18]1[C:27]2[C:22](=[CH:23][C:24]([O:28][CH3:29])=[CH:25][CH:26]=2)[N:21]=[CH:20][CH:19]=1.C(=O)([O-])[O-].[Cs+].[Cs+].N1C2C(=CC=C3C=2N=CC=C3)C=CC=1. The catalyst is CN(C=O)C.O.CCOC(C)=O.[Cu](I)I. The product is [CH3:29][O:28][C:24]1[CH:23]=[C:22]2[C:27]([C:18]([O:1][CH2:2][CH:3]([N:5]3[CH:10]=[C:9]([C:11]4[S:12][CH:13]=[CH:14][CH:15]=4)[CH:8]=[CH:7][C:6]3=[O:16])[CH3:4])=[CH:19][CH:20]=[N:21]2)=[CH:26][CH:25]=1. The yield is 0.170.